Dataset: Reaction yield outcomes from USPTO patents with 853,638 reactions. Task: Predict the reaction yield, written as a fraction of the theoretical maximum amount of product (1.0 means a 100% yield; for example, 0.34 means a 34% yield). (1) The reactants are [CH3:1][O:2][C:3]1[C:4]([C:13]([O:15]C)=[O:14])=[CH:5][C:6]2[C:11]([CH:12]=1)=[CH:10][CH:9]=[CH:8][CH:7]=2.O.[OH-].[Na+].C(O)(=O)CC(CC(O)=O)(C(O)=O)O. The catalyst is CO. The product is [CH3:1][O:2][C:3]1[C:4]([C:13]([OH:15])=[O:14])=[CH:5][C:6]2[C:11]([CH:12]=1)=[CH:10][CH:9]=[CH:8][CH:7]=2. The yield is 0.920. (2) The yield is 0.180. The reactants are [C:1]1([CH:8]=[CH:7][C:5]([OH:6])=[CH:4][CH:3]=1)[OH:2].[OH-].[K+].[Br:11][CH2:12][CH2:13][CH2:14][CH2:15]Br. The product is [Br:11][CH2:12][CH2:13][CH2:14][CH2:15][O:2][C:1]1[CH:8]=[CH:7][C:5]([OH:6])=[CH:4][CH:3]=1. The catalyst is CO. (3) The reactants are C[O:2][C:3](=[O:31])[C:4]1[CH:9]=[C:8]([O:10][CH2:11][CH2:12][CH2:13][CH2:14][C:15]2[C:16]3[C:23]([C:24]4[CH:29]=[CH:28][C:27]([F:30])=[CH:26][CH:25]=4)=[CH:22][S:21][C:17]=3[N:18]=[CH:19][N:20]=2)[CH:7]=[N:6][CH:5]=1.[OH-].[K+].C(O)(=O)C. The catalyst is CO. The product is [F:30][C:27]1[CH:26]=[CH:25][C:24]([C:23]2[C:16]3[C:15]([CH2:14][CH2:13][CH2:12][CH2:11][O:10][C:8]4[CH:7]=[N:6][CH:5]=[C:4]([CH:9]=4)[C:3]([OH:31])=[O:2])=[N:20][CH:19]=[N:18][C:17]=3[S:21][CH:22]=2)=[CH:29][CH:28]=1. The yield is 0.830. (4) The reactants are O[C:2]1[CH:9]=[C:8]([CH3:10])[C:5]([CH:6]=[O:7])=[C:4]([CH3:11])[C:3]=1[CH3:12].[H-].[Na+].C1C=CC(N([S:22]([C:25]([F:28])([F:27])[F:26])(=[O:24])=[O:23])[S:22]([C:25]([F:28])([F:27])[F:26])(=[O:24])=[O:23])=CC=1.Cl. The catalyst is O1CCCC1. The product is [CH3:11][C:4]1[C:3]([CH3:12])=[C:2]([S:22]([C:25]([F:28])([F:27])[F:26])(=[O:24])=[O:23])[CH:9]=[C:8]([CH3:10])[C:5]=1[CH:6]=[O:7]. The yield is 0.960. (5) The reactants are [Br:1][C:2]1[CH:10]=[C:9]2[C:5]([CH:6]=[CH:7][NH:8]2)=[CH:4][CH:3]=1.[H-].[Na+].N#N.[CH3:15][S:16](Cl)(=[O:18])=[O:17]. The catalyst is CN(C=O)C. The product is [Br:1][C:2]1[CH:10]=[C:9]2[C:5]([CH:6]=[CH:7][N:8]2[S:16]([CH3:15])(=[O:18])=[O:17])=[CH:4][CH:3]=1. The yield is 0.230. (6) The reactants are [CH3:1][O:2][C:3](=[O:32])[NH:4][CH:5]([C:9]([N:11]1[CH2:15][CH2:14][CH2:13][CH:12]1[C:16]1[NH:17][C:18]([C:21]2[C:30]3[C:25](=[CH:26][CH:27]=[CH:28][CH:29]=3)[C:24](Br)=[CH:23][CH:22]=2)=[CH:19][N:20]=1)=[O:10])[CH:6]([CH3:8])[CH3:7].[CH3:33][O:34][C:35](=[O:68])[NH:36][CH:37]([C:41]([N:43]1[CH2:47][CH2:46][CH2:45][CH:44]1[C:48]1[NH:49][C:50]([C:53]2[CH:58]=[CH:57][C:56](B3OC(C)(C)C(C)(C)O3)=[CH:55][CH:54]=2)=[CH:51][N:52]=1)=[O:42])[CH:38]([CH3:40])[CH3:39].C([O-])(O)=O.[Na+]. The catalyst is COCCOC.O. The product is [CH3:1][O:2][C:3](=[O:32])[NH:4][CH:5]([C:9]([N:11]1[CH2:15][CH2:14][CH2:13][CH:12]1[C:16]1[NH:17][C:18]([C:21]2[C:30]3[C:25](=[CH:26][CH:27]=[CH:28][CH:29]=3)[C:24]([C:56]3[CH:57]=[CH:58][C:53]([C:50]4[NH:49][C:48]([CH:44]5[CH2:45][CH2:46][CH2:47][N:43]5[C:41](=[O:42])[CH:37]([NH:36][C:35]([O:34][CH3:33])=[O:68])[CH:38]([CH3:40])[CH3:39])=[N:52][CH:51]=4)=[CH:54][CH:55]=3)=[CH:23][CH:22]=2)=[CH:19][N:20]=1)=[O:10])[CH:6]([CH3:8])[CH3:7]. The yield is 0.210.